From a dataset of Catalyst prediction with 721,799 reactions and 888 catalyst types from USPTO. Predict which catalyst facilitates the given reaction. (1) Reactant: [C:1]([N:4]1[C:13]2[C:8](=[CH:9][C:10]([C:14](O)=[O:15])=[CH:11][CH:12]=2)[C@H:7]([NH:17][C:18]2[N:23]=[C:22]([CH3:24])[CH:21]=[CH:20][N:19]=2)[C@@H:6]([CH3:25])[C@@H:5]1[CH2:26][CH3:27])(=[O:3])[CH3:2].C[N:29](C(ON1N=NC2C=CC=NC1=2)=[N+](C)C)C.F[P-](F)(F)(F)(F)F.CCN(C(C)C)C(C)C.[Cl-].[NH4+]. Product: [C:1]([N:4]1[C:13]2[C:8](=[CH:9][C:10]([C:14]([NH2:29])=[O:15])=[CH:11][CH:12]=2)[C@H:7]([NH:17][C:18]2[N:23]=[C:22]([CH3:24])[CH:21]=[CH:20][N:19]=2)[C@@H:6]([CH3:25])[C@@H:5]1[CH2:26][CH3:27])(=[O:3])[CH3:2]. The catalyst class is: 454. (2) Reactant: [C:1]([C:4]1[CH:9]=[CH:8][C:7]([NH:10][C:11]([CH:13]2[CH:17]([C:18]3[CH:23]=[CH:22][CH:21]=[C:20]([Cl:24])[C:19]=3[F:25])[C:16]([C:28]3[CH:33]=[CH:32][C:31]([Cl:34])=[CH:30][C:29]=3[F:35])([C:26]#[N:27])[CH:15]([CH2:36][C:37]([CH3:40])([CH3:39])[CH3:38])[NH:14]2)=[O:12])=[CH:6][CH:5]=1)(=[O:3])[NH2:2]. Product: [C:1]([C:4]1[CH:9]=[CH:8][C:7]([NH:10][C:11]([C@H:13]2[C@H:17]([C:18]3[CH:23]=[CH:22][CH:21]=[C:20]([Cl:24])[C:19]=3[F:25])[C@:16]([C:28]3[CH:33]=[CH:32][C:31]([Cl:34])=[CH:30][C:29]=3[F:35])([C:26]#[N:27])[C@H:15]([CH2:36][C:37]([CH3:40])([CH3:39])[CH3:38])[NH:14]2)=[O:12])=[CH:6][CH:5]=1)(=[O:3])[NH2:2]. The catalyst class is: 5. (3) Product: [ClH:8].[NH2:1][C:2]1[C:7]([Cl:8])=[CH:6][C:5]([C:9](=[O:12])[CH2:10][N:38]2[CH2:39][CH2:40][CH:35]([N:26]3[N:25]=[C:24]([C:18]4[CH:19]=[CH:20][C:21]([O:22][CH3:23])=[C:16]([O:15][CH3:14])[CH:17]=4)[C@@H:33]4[C@@H:28]([CH2:29][CH:30]=[CH:31][CH2:32]4)[C:27]3=[O:34])[CH2:36][CH2:37]2)=[CH:4][C:3]=1[Cl:13]. The catalyst class is: 6. Reactant: [NH2:1][C:2]1[C:7]([Cl:8])=[CH:6][C:5]([C:9](=[O:12])[CH2:10]Br)=[CH:4][C:3]=1[Cl:13].[CH3:14][O:15][C:16]1[CH:17]=[C:18]([C:24]2[C@@H:33]3[C@@H:28]([CH2:29][CH:30]=[CH:31][CH2:32]3)[C:27](=[O:34])[N:26]([CH:35]3[CH2:40][CH2:39][N:38](C4C=CC([N+]([O-])=O)=CC=4)[CH2:37][CH2:36]3)[N:25]=2)[CH:19]=[CH:20][C:21]=1[O:22][CH3:23]. (4) Reactant: [CH2:1]([C@H:9]1[CH2:14][CH2:13][CH2:12][NH:11][CH2:10]1)[CH2:2][C:3]1[CH:8]=[CH:7][CH:6]=[CH:5][CH:4]=1.Br[CH2:16][C:17]([C:19]1[CH:24]=[CH:23][C:22]([Cl:25])=[CH:21][CH:20]=1)=[O:18].C([O-])([O-])=O.[K+].[K+]. Product: [Cl:25][C:22]1[CH:23]=[CH:24][C:19]([C:17](=[O:18])[CH2:16][N:11]2[CH2:12][CH2:13][CH2:14][C@H:9]([CH2:1][CH2:2][C:3]3[CH:8]=[CH:7][CH:6]=[CH:5][CH:4]=3)[CH2:10]2)=[CH:20][CH:21]=1. The catalyst class is: 23. (5) Product: [Br:51][C:45]1[CH:46]=[C:47]([F:50])[CH:48]=[CH:49][C:44]=1[CH2:43][C:42](=[O:52])[CH2:41][NH:40][C:30]([C:28]1[CH:29]=[C:15]2[N:14]=[C:13]([CH3:33])[C:12]([C@H:6]([O:5][C:1]([CH3:2])([CH3:3])[CH3:4])[C:7]([O:9][CH2:10][CH3:11])=[O:8])=[C:17]([N:18]3[CH2:23][CH2:22][C:21]([CH3:26])([CH:24]=[CH2:25])[CH2:20][CH2:19]3)[N:16]2[N:27]=1)=[O:32]. Reactant: [C:1]([O:5][C@@H:6]([C:12]1[C:13]([CH3:33])=[N:14][C:15]2[N:16]([N:27]=[C:28]([C:30]([OH:32])=O)[CH:29]=2)[C:17]=1[N:18]1[CH2:23][CH2:22][C:21]([CH3:26])([CH:24]=[CH2:25])[CH2:20][CH2:19]1)[C:7]([O:9][CH2:10][CH3:11])=[O:8])([CH3:4])([CH3:3])[CH3:2].C(Cl)(=O)C(Cl)=O.[NH2:40][CH2:41][C:42](=[O:52])[CH2:43][C:44]1[CH:49]=[CH:48][C:47]([F:50])=[CH:46][C:45]=1[Br:51].Cl.CCN(C(C)C)C(C)C. The catalyst class is: 34. (6) Reactant: [C:1]1([S:7]([OH:10])(=[O:9])=[O:8])[CH:6]=[CH:5][CH:4]=[CH:3][CH:2]=1.[NH2:11][CH:12]([C:16]([NH2:18])=[O:17])[C:13]([NH2:15])=[O:14].O.[C:20]1(S(O)(=O)=O)C=CC=CC=1.C(OC)(OC)OC. Product: [C:1]1([S:7]([OH:10])(=[O:9])=[O:8])[CH:6]=[CH:5][CH:4]=[CH:3][CH:2]=1.[CH:20]1[NH:11][C:12]([C:13]([NH2:15])=[O:14])=[C:16]([OH:17])[N:18]=1. The catalyst class is: 8. (7) Reactant: [Cl:1][C:2]1[C:15]2[C:6](=[C:7]3[C:12](=[CH:13][CH:14]=2)[CH:11]=[CH:10][CH:9]=[N:8]3)[N:5]=[CH:4][CH:3]=1.[K+].[Br-].[N+]([O-])(O)=[O:19].[OH-:22].[Na+]. Product: [Cl:1][C:2]1[C:15]2[C:14](=[O:22])[C:13](=[O:19])[C:12]3[C:7](=[N:8][CH:9]=[CH:10][CH:11]=3)[C:6]=2[N:5]=[CH:4][CH:3]=1. The catalyst class is: 65. (8) Reactant: [Cl:1][C:2]1[CH:3]=[C:4]([C:12]2[O:16][N:15]=[C:14]([C:17]3[CH:18]=[CH:19][C:20]([CH2:26][CH2:27][CH2:28][C:29]([O:31]CC)=[O:30])=[C:21]4[C:25]=3[NH:24][CH:23]=[CH:22]4)[N:13]=2)[CH:5]=[N:6][C:7]=1[O:8][CH:9]([CH3:11])[CH3:10].[OH-].[Na+]. The catalyst class is: 40. Product: [Cl:1][C:2]1[CH:3]=[C:4]([C:12]2[O:16][N:15]=[C:14]([C:17]3[CH:18]=[CH:19][C:20]([CH2:26][CH2:27][CH2:28][C:29]([OH:31])=[O:30])=[C:21]4[C:25]=3[NH:24][CH:23]=[CH:22]4)[N:13]=2)[CH:5]=[N:6][C:7]=1[O:8][CH:9]([CH3:11])[CH3:10]. (9) Reactant: Br.[CH3:2][O:3][C:4]1[CH:9]=[CH:8][CH:7]=[CH:6][C:5]=1[C:10]1[N:18]2[C:13]([S:14][CH2:15][C:16]([C:19]3[CH:24]=[CH:23][C:22]([OH:25])=[CH:21][CH:20]=3)=[N:17]2)=[N:12][N:11]=1.Cl.Cl[CH2:28][CH2:29][N:30]([CH3:32])[CH3:31].C(=O)([O-])[O-].[K+].[K+]. Product: [CH3:2][O:3][C:4]1[CH:9]=[CH:8][CH:7]=[CH:6][C:5]=1[C:10]1[N:18]2[C:13]([S:14][CH2:15][C:16]([C:19]3[CH:24]=[CH:23][C:22]([O:25][CH2:28][CH2:29][N:30]([CH3:32])[CH3:31])=[CH:21][CH:20]=3)=[N:17]2)=[N:12][N:11]=1. The catalyst class is: 21.